Dataset: Full USPTO retrosynthesis dataset with 1.9M reactions from patents (1976-2016). Task: Predict the reactants needed to synthesize the given product. (1) The reactants are: C[O:2][C:3](=[O:39])[C:4]1[CH:9]=[CH:8][C:7]([CH2:10][N:11]2[CH:15]=[C:14]([C:16]3[CH:21]=[CH:20][C:19]([Cl:22])=[CH:18][C:17]=3[Cl:23])[N:13]=[C:12]2[CH2:24][O:25][C:26]2[CH:31]=[CH:30][C:29]([C:32]3[CH:37]=[CH:36][C:35]([OH:38])=[CH:34][CH:33]=3)=[CH:28][CH:27]=2)=[CH:6][CH:5]=1.F[C:41]1[CH:46]=[CH:45][C:44]([C:47]([F:50])([F:49])[F:48])=[CH:43][CH:42]=1.C1(OC(F)(F)F)C=CC=CC=1. Given the product [Cl:23][C:17]1[CH:18]=[C:19]([Cl:22])[CH:20]=[CH:21][C:16]=1[C:14]1[N:13]=[C:12]([CH2:24][O:25][C:26]2[CH:31]=[CH:30][C:29]([C:32]3[CH:37]=[CH:36][C:35]([O:38][C:41]4[CH:46]=[CH:45][C:44]([C:47]([F:50])([F:49])[F:48])=[CH:43][CH:42]=4)=[CH:34][CH:33]=3)=[CH:28][CH:27]=2)[N:11]([CH2:10][C:7]2[CH:6]=[CH:5][C:4]([C:3]([OH:2])=[O:39])=[CH:9][CH:8]=2)[CH:15]=1, predict the reactants needed to synthesize it. (2) Given the product [CH:5]1([C:5]2[CH:10]=[C:9]([CH:5]3[CH2:10][CH2:9][CH2:8][CH2:7][CH2:6]3)[CH:8]=[C:7]([CH:5]3[CH2:10][CH2:9][CH2:8][CH2:7][CH2:6]3)[CH:6]=2)[CH2:10][CH2:9][CH2:8][CH2:7][CH2:6]1, predict the reactants needed to synthesize it. The reactants are: [Cl-].[Al+3].[Cl-].[Cl-].[CH:5]1(Cl)[CH2:10][CH2:9][CH2:8][CH2:7][CH2:6]1. (3) Given the product [CH2:38]([NH:45][C:2]1[S:25][C:5]2[N:6]=[CH:7][N:8]=[C:9]([N:10]3[CH2:15][CH2:14][CH:13]([CH2:16][O:17][CH2:18][CH2:19][N:20]4[CH2:24][CH2:23][CH2:22][CH2:21]4)[CH2:12][CH2:11]3)[C:4]=2[C:3]=1[C:26]1[CH:31]=[CH:30][CH:29]=[CH:28][CH:27]=1)[C:39]1[CH:44]=[CH:43][CH:42]=[CH:41][CH:40]=1, predict the reactants needed to synthesize it. The reactants are: Br[C:2]1[S:25][C:5]2[N:6]=[CH:7][N:8]=[C:9]([N:10]3[CH2:15][CH2:14][CH:13]([CH2:16][O:17][CH2:18][CH2:19][N:20]4[CH2:24][CH2:23][CH2:22][CH2:21]4)[CH2:12][CH2:11]3)[C:4]=2[C:3]=1[C:26]1[CH:31]=[CH:30][CH:29]=[CH:28][CH:27]=1.C(=O)([O-])[O-].[Cs+].[Cs+].[CH2:38]([NH2:45])[C:39]1[CH:44]=[CH:43][CH:42]=[CH:41][CH:40]=1.CC1(C)C2C(=C(P(C3C=CC=CC=3)C3C=CC=CC=3)C=CC=2)OC2C(P(C3C=CC=CC=3)C3C=CC=CC=3)=CC=CC1=2. (4) Given the product [Br:24][C:25]1[C:34]([O:35][CH3:36])=[C:33]2[C:28]([C:29](=[O:48])[C:30]([C:43]([O:45][CH2:46][CH3:47])=[O:44])=[C:31]([SH:40])[N:32]2[CH:37]2[CH2:38][CH2:39]2)=[CH:27][CH:26]=1, predict the reactants needed to synthesize it. The reactants are: BrC1C(OC)=C2C(C(=O)C3C(=O)NSC=3N2C2CC2)=CC=1.S.[Na].[Br:24][C:25]1[C:34]([O:35][CH3:36])=[C:33]2[C:28]([C:29](=[O:48])[C:30]([C:43]([O:45][CH2:46][CH3:47])=[O:44])=[C:31]([S:40](C)=O)[N:32]2[CH:37]2[CH2:39][CH2:38]2)=[CH:27][CH:26]=1. (5) Given the product [NH:24]1[CH2:25][CH2:26][CH2:27][CH:22]([NH:21][C:4]2[C:5]3[CH:10]=[CH:9][N:8]([S:11]([C:14]4[CH:20]=[CH:19][C:17]([CH3:18])=[CH:16][CH:15]=4)(=[O:13])=[O:12])[C:6]=3[N:7]=[C:2]([NH:35][C:36]3[CH:44]=[CH:43][C:39]([C:40]([NH2:42])=[O:41])=[CH:38][CH:37]=3)[N:3]=2)[CH2:23]1, predict the reactants needed to synthesize it. The reactants are: Cl[C:2]1[N:3]=[C:4]([NH:21][CH:22]2[CH2:27][CH2:26][CH2:25][N:24](C(OC(C)(C)C)=O)[CH2:23]2)[C:5]2[CH:10]=[CH:9][N:8]([S:11]([C:14]3[CH:20]=[CH:19][C:17]([CH3:18])=[CH:16][CH:15]=3)(=[O:13])=[O:12])[C:6]=2[N:7]=1.[NH2:35][C:36]1[CH:44]=[CH:43][C:39]([C:40]([NH2:42])=[O:41])=[CH:38][CH:37]=1.C[Si](Cl)(C)C. (6) Given the product [O:1]=[C:2]1[N:14]([CH:15]2[CH2:16][CH2:17][N:18]([C:21]([O:23][C@@H:24]([C:42]([OH:44])=[O:43])[CH2:25][C:26]3[CH:27]=[C:28]([CH3:41])[C:29]([OH:33])=[C:30]([CH3:32])[CH:31]=3)=[O:22])[CH2:19][CH2:20]2)[C:5]2[CH:6]=[N:7][C:8]3[CH:9]=[CH:10][CH:11]=[CH:12][C:13]=3[C:4]=2[NH:3]1, predict the reactants needed to synthesize it. The reactants are: [O:1]=[C:2]1[N:14]([CH:15]2[CH2:20][CH2:19][N:18]([C:21]([O:23][C@@H:24]([C:42]([OH:44])=[O:43])[CH2:25][C:26]3[CH:31]=[C:30]([CH3:32])[C:29]([O:33]CC4C=CC=CC=4)=[C:28]([CH3:41])[CH:27]=3)=[O:22])[CH2:17][CH2:16]2)[C:5]2[CH:6]=[N:7][C:8]3[CH:9]=[CH:10][CH:11]=[CH:12][C:13]=3[C:4]=2[NH:3]1.[H][H]. (7) Given the product [CH3:1][O:2][C:3]1[CH:4]=[CH:5][CH:6]=[C:7]2[C:12]=1[O:11][C@@H:10]([CH2:13][OH:14])[CH2:9][CH2:8]2, predict the reactants needed to synthesize it. The reactants are: [CH3:1][O:2][C:3]1[CH:4]=[CH:5][CH:6]=[C:7]2[C:12]=1[O:11][C@@H:10]([CH2:13][O:14][Si](C(C)(C)C)(C)C)[CH2:9][CH2:8]2.[F-].C([N+](CCCC)(CCCC)CCCC)CCC. (8) Given the product [O:16]=[C:13]1[CH:12]=[N:11][C:10]2[N:9]=[CH:8][CH:7]=[C:6]([O:5][C:4]3[CH:3]=[C:2]([NH:1][C:26](=[O:27])[C:25]4[CH:29]=[CH:30][CH:31]=[C:23]([O:22][C:21]([F:20])([F:32])[F:33])[CH:24]=4)[CH:19]=[CH:18][CH:17]=3)[C:15]=2[NH:14]1, predict the reactants needed to synthesize it. The reactants are: [NH2:1][C:2]1[CH:3]=[C:4]([CH:17]=[CH:18][CH:19]=1)[O:5][C:6]1[C:15]2[NH:14][C:13](=[O:16])[CH:12]=[N:11][C:10]=2[N:9]=[CH:8][CH:7]=1.[F:20][C:21]([F:33])([F:32])[O:22][C:23]1[CH:24]=[C:25]([CH:29]=[CH:30][CH:31]=1)[C:26](Cl)=[O:27]. (9) Given the product [CH3:20][O:19][C:5]1[CH:4]=[C:3]([CH2:1][NH:26][CH2:21][CH2:22][CH:23]([CH3:25])[CH3:24])[CH:18]=[CH:17][C:6]=1[O:7][C:8]1[N:13]=[N:12][C:11]([C:14]([NH2:16])=[O:15])=[CH:10][CH:9]=1, predict the reactants needed to synthesize it. The reactants are: [CH:1]([C:3]1[CH:18]=[CH:17][C:6]([O:7][C:8]2[N:13]=[N:12][C:11]([C:14]([NH2:16])=[O:15])=[CH:10][CH:9]=2)=[C:5]([O:19][CH3:20])[CH:4]=1)=O.[CH2:21]([NH2:26])[CH2:22][CH:23]([CH3:25])[CH3:24].[BH4-].[Na+].